From a dataset of Forward reaction prediction with 1.9M reactions from USPTO patents (1976-2016). Predict the product of the given reaction. (1) Given the reactants Br[C:2]1[CH:14]=[CH:13][CH:12]=[CH:11][C:3]=1[O:4][C:5]1[CH:10]=[CH:9][N:8]=[CH:7][CH:6]=1.[CH3:15][O:16][C:17]1[CH:42]=[CH:41][C:20]([CH2:21][N:22]([C:36]2[S:37][CH:38]=[CH:39][N:40]=2)[S:23]([C:26]2[CH:27]=[CH:28][C:29]3[NH:34][CH2:33][CH2:32][O:31][C:30]=3[CH:35]=2)(=[O:25])=[O:24])=[CH:19][CH:18]=1.CC(C)([O-])C.[Na+].CC1(C)C2C(=C(P(C3C=CC=CC=3)C3C=CC=CC=3)C=CC=2)OC2C(P(C3C=CC=CC=3)C3C=CC=CC=3)=CC=CC1=2.BrC1N=C(N(CC2C=CC(OC)=CC=2)S(C2C=CC3N(C4C=CC(C(F)(F)F)=CC=4Cl)CCOC=3C=2)(=O)=O)SN=1, predict the reaction product. The product is: [CH3:15][O:16][C:17]1[CH:18]=[CH:19][C:20]([CH2:21][N:22]([C:36]2[S:37][CH:38]=[CH:39][N:40]=2)[S:23]([C:26]2[CH:27]=[CH:28][C:29]3[N:34]([C:2]4[CH:14]=[CH:13][CH:12]=[CH:11][C:3]=4[O:4][C:5]4[CH:10]=[CH:9][N:8]=[CH:7][CH:6]=4)[CH2:33][CH2:32][O:31][C:30]=3[CH:35]=2)(=[O:25])=[O:24])=[CH:41][CH:42]=1. (2) The product is: [N:12]1([C:2]2[CH:11]=[CH:10][C:5]([C:6]([OH:8])=[O:7])=[CH:4][CH:3]=2)[CH2:17][CH2:16][CH2:15][CH2:14][CH2:13]1. Given the reactants F[C:2]1[CH:11]=[CH:10][C:5]([C:6]([O:8]C)=[O:7])=[CH:4][CH:3]=1.[NH:12]1[CH2:17][CH2:16][CH2:15][CH2:14][CH2:13]1.[OH-].[Li+].[OH-].[Na+], predict the reaction product. (3) Given the reactants [C:1]([O:5][C:6](=[O:14])[NH:7][C@H:8]([C:12]#[N:13])[CH2:9][C:10]#[CH:11])([CH3:4])([CH3:3])[CH3:2].NO.[CH2:17]([OH:19])C, predict the reaction product. The product is: [NH2:13]/[C:12](/[C@@H:8]([NH:7][C:6](=[O:14])[O:5][C:1]([CH3:4])([CH3:2])[CH3:3])[CH2:9][C:10]#[CH:11])=[CH:17]\[OH:19]. (4) Given the reactants [Cr](Cl)([O-])(=O)=O.[NH+]1C=CC=CC=1.[CH3:12][C:13](=[CH:15][CH2:16][CH2:17][CH:18]([CH3:33])[CH2:19][CH:20]([OH:32])[CH2:21][CH2:22][CH2:23][CH2:24][CH2:25][CH2:26][CH2:27][CH2:28][CH2:29][CH:30]=[CH2:31])[CH3:14], predict the reaction product. The product is: [CH3:14][C:13](=[CH:15][CH2:16][CH2:17][CH:18]([CH3:33])[CH2:19][C:20](=[O:32])[CH2:21][CH2:22][CH2:23][CH2:24][CH2:25][CH2:26][CH2:27][CH2:28][CH2:29][CH:30]=[CH2:31])[CH3:12]. (5) Given the reactants [NH2:1][CH2:2][CH:3]1[CH2:7][CH2:6][N:5]([C:8](=[O:28])[CH2:9][CH2:10][CH2:11][CH2:12][CH:13]([C:21]2[CH:26]=[CH:25][C:24]([F:27])=[CH:23][CH:22]=2)[C:14]2[CH:19]=[CH:18][C:17]([F:20])=[CH:16][CH:15]=2)[CH2:4]1.[CH3:29][O:30][C:31]1[CH:32]=[C:33]([CH:37]=[C:38]([O:42][CH3:43])[C:39]=1[O:40][CH3:41])[C:34](O)=[O:35].C(Cl)CCl, predict the reaction product. The product is: [F:20][C:17]1[CH:18]=[CH:19][C:14]([CH:13]([C:21]2[CH:26]=[CH:25][C:24]([F:27])=[CH:23][CH:22]=2)[CH2:12][CH2:11][CH2:10][CH2:9][C:8]([N:5]2[CH2:6][CH2:7][CH:3]([CH2:2][NH:1][C:34](=[O:35])[C:33]3[CH:32]=[C:31]([O:30][CH3:29])[C:39]([O:40][CH3:41])=[C:38]([O:42][CH3:43])[CH:37]=3)[CH2:4]2)=[O:28])=[CH:15][CH:16]=1. (6) Given the reactants [C:1]([C:3]1[CH:8]=[CH:7][CH:6]=[CH:5][CH:4]=1)#[CH:2].[Li]CCCC.[Br:14][C:15]1[CH:22]=[CH:21][CH:20]=[CH:19][C:16]=1[CH:17]=[O:18], predict the reaction product. The product is: [Br:14][C:15]1[CH:22]=[CH:21][CH:20]=[CH:19][C:16]=1[CH:17]([OH:18])[C:2]#[C:1][C:3]1[CH:8]=[CH:7][CH:6]=[CH:5][CH:4]=1.